From a dataset of Merck oncology drug combination screen with 23,052 pairs across 39 cell lines. Regression. Given two drug SMILES strings and cell line genomic features, predict the synergy score measuring deviation from expected non-interaction effect. (1) Drug 1: CN1C(=O)C=CC2(C)C3CCC4(C)C(NC(=O)OCC(F)(F)F)CCC4C3CCC12. Drug 2: CN(C)C(=N)N=C(N)N. Cell line: NCIH460. Synergy scores: synergy=-19.4. (2) Drug 1: CCC1(O)CC2CN(CCc3c([nH]c4ccccc34)C(C(=O)OC)(c3cc4c(cc3OC)N(C)C3C(O)(C(=O)OC)C(OC(C)=O)C5(CC)C=CCN6CCC43C65)C2)C1. Drug 2: Cc1nc(Nc2ncc(C(=O)Nc3c(C)cccc3Cl)s2)cc(N2CCN(CCO)CC2)n1. Cell line: OCUBM. Synergy scores: synergy=1.11. (3) Drug 1: O=C(NOCC(O)CO)c1ccc(F)c(F)c1Nc1ccc(I)cc1F. Drug 2: COC1CC2CCC(C)C(O)(O2)C(=O)C(=O)N2CCCCC2C(=O)OC(C(C)CC2CCC(OP(C)(C)=O)C(OC)C2)CC(=O)C(C)C=C(C)C(O)C(OC)C(=O)C(C)CC(C)C=CC=CC=C1C. Cell line: ZR751. Synergy scores: synergy=28.0. (4) Drug 1: COC12C(COC(N)=O)C3=C(C(=O)C(C)=C(N)C3=O)N1CC1NC12. Drug 2: CC(C)CC(NC(=O)C(Cc1ccccc1)NC(=O)c1cnccn1)B(O)O. Cell line: KPL1. Synergy scores: synergy=5.15. (5) Synergy scores: synergy=13.0. Drug 2: COC1=C2CC(C)CC(OC)C(O)C(C)C=C(C)C(OC(N)=O)C(OC)C=CC=C(C)C(=O)NC(=CC1=O)C2=O. Drug 1: N#Cc1ccc(Cn2cncc2CN2CCN(c3cccc(Cl)c3)C(=O)C2)cc1. Cell line: ES2. (6) Drug 1: O=S1(=O)NC2(CN1CC(F)(F)F)C1CCC2Cc2cc(C=CCN3CCC(C(F)(F)F)CC3)ccc2C1. Drug 2: COC1CC2CCC(C)C(O)(O2)C(=O)C(=O)N2CCCCC2C(=O)OC(C(C)CC2CCC(OP(C)(C)=O)C(OC)C2)CC(=O)C(C)C=C(C)C(O)C(OC)C(=O)C(C)CC(C)C=CC=CC=C1C. Cell line: CAOV3. Synergy scores: synergy=31.1.